This data is from Catalyst prediction with 721,799 reactions and 888 catalyst types from USPTO. The task is: Predict which catalyst facilitates the given reaction. Reactant: [NH:1]1[CH2:6][CH2:5][CH:4]([NH:7][C:8]([C:10]2[CH:11]=[CH:12][C:13]3[S:18][CH2:17][C:16](=[O:19])[NH:15][C:14]=3[CH:20]=2)=[O:9])[CH2:3][CH2:2]1.Br[CH2:22][CH:23]1[CH2:36][C:35]2[C:34]3[C:29](=[CH:30][CH:31]=[C:32]([O:37][CH3:38])[N:33]=3)[N:28]=[CH:27][C:26]=2[O:25][CH2:24]1.C(N(CC)C(C)C)(C)C. Product: [CH3:38][O:37][C:32]1[N:33]=[C:34]2[C:29](=[CH:30][CH:31]=1)[N:28]=[CH:27][C:26]1[O:25][CH2:24][CH:23]([CH2:22][N:1]3[CH2:6][CH2:5][CH:4]([NH:7][C:8]([C:10]4[CH:11]=[CH:12][C:13]5[S:18][CH2:17][C:16](=[O:19])[NH:15][C:14]=5[CH:20]=4)=[O:9])[CH2:3][CH2:2]3)[CH2:36][C:35]2=1. The catalyst class is: 9.